From a dataset of Forward reaction prediction with 1.9M reactions from USPTO patents (1976-2016). Predict the product of the given reaction. (1) Given the reactants [Pb:1]=O.[OH-].[Na+].[C:5]([OH:9])(=[O:8])[CH:6]=[CH2:7], predict the reaction product. The product is: [C:5]([O-:9])(=[O:8])[CH:6]=[CH2:7].[Pb+2:1].[C:5]([O-:9])(=[O:8])[CH:6]=[CH2:7]. (2) Given the reactants [F:1][C:2]1[CH:9]=[CH:8][CH:7]=[CH:6][C:3]=1[CH:4]=O.[CH3:10][O:11][C:12]1[CH:13]=[C:14]([CH:16]=[CH:17][CH:18]=1)[NH2:15], predict the reaction product. The product is: [F:1][C:2]1[CH:9]=[CH:8][CH:7]=[CH:6][C:3]=1[CH:4]=[N:15][C:14]1[CH:16]=[CH:17][CH:18]=[C:12]([O:11][CH3:10])[CH:13]=1. (3) Given the reactants [S:1]1[C:5]([SH:6])=[N:4][N:3]=[C:2]1[SH:7].[H-].[Na+].Cl[C:11]1[C:12]([C:17]#[N:18])=[N:13][CH:14]=[CH:15][N:16]=1, predict the reaction product. The product is: [SH:6][C:5]1[S:1][C:2]([S:7][C:11]2[C:12]([C:17]#[N:18])=[N:13][CH:14]=[CH:15][N:16]=2)=[N:3][N:4]=1. (4) Given the reactants [NH2:1][C:2]1[CH:31]=[CH:30][C:5]2[NH:6][C:7]([C:12]3[C:13](=[O:29])[C:14]([CH2:24][CH:25]4[CH2:28][CH2:27][CH2:26]4)([CH3:23])[C:15]4[C:20]([C:21]=3[OH:22])=[CH:19][CH:18]=[CH:17][CH:16]=4)=[N:8][S:9](=[O:11])(=[O:10])[C:4]=2[CH:3]=1.N1C=CC=CC=1.[CH3:38][S:39](Cl)(=[O:41])=[O:40], predict the reaction product. The product is: [CH:25]1([CH2:24][C:14]2([CH3:23])[C:15]3[C:20](=[CH:19][CH:18]=[CH:17][CH:16]=3)[C:21]([OH:22])=[C:12]([C:7]3[NH:6][C:5]4[CH:30]=[CH:31][C:2]([NH:1][S:39]([CH3:38])(=[O:41])=[O:40])=[CH:3][C:4]=4[S:9](=[O:11])(=[O:10])[N:8]=3)[C:13]2=[O:29])[CH2:28][CH2:27][CH2:26]1. (5) Given the reactants [C@H:1]([N:5]([CH2:31][CH:32]=O)[C:6](=[O:30])[CH2:7][CH2:8][N:9]([CH2:20][CH2:21][C:22]1[CH:27]=[CH:26][C:25]([Cl:28])=[C:24]([Cl:29])[CH:23]=1)C(=O)OCC1C=CC=CC=1)([CH2:3][CH3:4])[CH3:2].C(N(CC)CC)C.[ClH:41].[NH2:42][CH2:43][CH2:44][C:45]1[C:50]2[O:51][CH2:52][C:53](=[O:55])[NH:54][C:49]=2[C:48]([OH:56])=[CH:47][CH:46]=1.C(O[BH-](OC(=O)C)OC(=O)C)(=O)C.[Na+], predict the reaction product. The product is: [ClH:28].[ClH:41].[C@H:1]([N:5]([CH2:31][CH2:32][NH:42][CH2:43][CH2:44][C:45]1[C:50]2[O:51][CH2:52][C:53](=[O:55])[NH:54][C:49]=2[C:48]([OH:56])=[CH:47][CH:46]=1)[C:6](=[O:30])[CH2:7][CH2:8][NH:9][CH2:20][CH2:21][C:22]1[CH:27]=[CH:26][C:25]([Cl:28])=[C:24]([Cl:29])[CH:23]=1)([CH2:3][CH3:4])[CH3:2]. (6) Given the reactants [Br:1][C:2]1[CH:3]=[C:4]2[C:12](=[CH:13][CH:14]=1)[NH:11][C:10]1[CH:9]([NH2:15])[CH2:8][CH2:7][CH2:6][C:5]2=1.C[Si]([N:20]=[C:21]=[O:22])(C)C, predict the reaction product. The product is: [Br:1][C:2]1[CH:3]=[C:4]2[C:12](=[CH:13][CH:14]=1)[NH:11][C:10]1[CH:9]([NH:15][C:21]([NH2:20])=[O:22])[CH2:8][CH2:7][CH2:6][C:5]2=1. (7) Given the reactants [C:1]([N:5]1[CH:9]=[CH:8][C:7]([CH:10]=[O:11])=[CH:6]1)([CH3:4])([CH3:3])[CH3:2].[O-:12][Mn](=O)(=O)=O.[K+].OS([O-])=O.[Na+], predict the reaction product. The product is: [C:1]([N:5]1[CH:9]=[CH:8][C:7]([C:10]([OH:12])=[O:11])=[CH:6]1)([CH3:4])([CH3:3])[CH3:2]. (8) Given the reactants Br[C:2]1[C:3]([NH:8][C:9]2[CH:10]=[N:11][C:12]([O:15][CH3:16])=[CH:13][CH:14]=2)=[N:4][CH:5]=[N:6][CH:7]=1.[CH3:17][C:18]1[N:23]=[C:22]([S:24][CH3:25])[N:21]=[C:20]([Sn](CCCC)(CCCC)CCCC)[N:19]=1.[F-].[Cs+].C1COCC1, predict the reaction product. The product is: [CH3:16][O:15][C:12]1[N:11]=[CH:10][C:9]([NH:8][C:3]2[C:2]([C:20]3[N:19]=[C:18]([CH3:17])[N:23]=[C:22]([S:24][CH3:25])[N:21]=3)=[CH:7][N:6]=[CH:5][N:4]=2)=[CH:14][CH:13]=1. (9) The product is: [Cl:34][C:31]1[CH:30]=[CH:29][C:28]([C:25]2[O:26][CH:27]=[C:23]([CH2:22][S:16][C:12]3[C:13]([C:14]#[N:15])=[C:8]([C:5]4[CH:6]=[CH:7][C:2]([OH:1])=[CH:3][CH:4]=4)[C:9]([C:19]#[N:20])=[C:10]([O:17][CH3:18])[N:11]=3)[N:24]=2)=[CH:33][CH:32]=1. Given the reactants [OH:1][C:2]1[CH:7]=[CH:6][C:5]([C:8]2[C:13]([C:14]#[N:15])=[C:12]([SH:16])[N:11]=[C:10]([O:17][CH3:18])[C:9]=2[C:19]#[N:20])=[CH:4][CH:3]=1.Cl[CH2:22][C:23]1[N:24]=[C:25]([C:28]2[CH:33]=[CH:32][C:31]([Cl:34])=[CH:30][CH:29]=2)[O:26][CH:27]=1.C(=O)(O)[O-].[Na+], predict the reaction product. (10) Given the reactants [C:1]([O:5][C:6]([NH:8][C@H:9]1[CH2:14][CH2:13][C@H:12]([C:15]([OH:17])=O)[CH2:11][CH2:10]1)=[O:7])([CH3:4])([CH3:3])[CH3:2].Cl.[CH3:19][NH:20][O:21][CH3:22].CN1CCOCC1.CCN=C=NCCCN(C)C.C1C=CC2N(O)N=NC=2C=1, predict the reaction product. The product is: [C:1]([O:5][C:6](=[O:7])[NH:8][C@H:9]1[CH2:10][CH2:11][C@H:12]([C:15](=[O:17])[N:20]([O:21][CH3:22])[CH3:19])[CH2:13][CH2:14]1)([CH3:2])([CH3:3])[CH3:4].